This data is from Catalyst prediction with 721,799 reactions and 888 catalyst types from USPTO. The task is: Predict which catalyst facilitates the given reaction. (1) Reactant: [CH:1](=O)[C:2]([CH3:5])([CH3:4])[CH3:3].[C:7]([O:11][C:12]([NH:14][CH:15](P(OC)(OC)=O)[C:16]([O:18][CH3:19])=[O:17])=[O:13])([CH3:10])([CH3:9])[CH3:8]. Product: [C:7]([O:11][C:12]([NH:14]/[C:15](=[CH:1]\[C:2]([CH3:5])([CH3:4])[CH3:3])/[C:16]([O:18][CH3:19])=[O:17])=[O:13])([CH3:10])([CH3:9])[CH3:8]. The catalyst class is: 1. (2) Reactant: [CH:1]([C:3]1[CH:4]=[C:5]([CH:10]=[CH:11][C:12]=1[O:13][CH:14]([CH3:16])[CH3:15])[C:6]([O:8][CH3:9])=[O:7])=[O:2].[BH4-].[Li+]. Product: [OH:2][CH2:1][C:3]1[CH:4]=[C:5]([CH:10]=[CH:11][C:12]=1[O:13][CH:14]([CH3:16])[CH3:15])[C:6]([O:8][CH3:9])=[O:7]. The catalyst class is: 7. (3) Reactant: C(OC([N:8]1[CH2:15][CH2:14][CH:13]2[CH:10]([N:11]([C@@H:16]([C:18]3[CH:23]=[CH:22][CH:21]=[CH:20][CH:19]=3)[CH3:17])[CH2:12]2)[CH2:9]1)=O)(C)(C)C.FC(F)(F)C(O)=O. Product: [C:18]1([C@H:16]([N:11]2[C@@H:10]3[C@@H:13]([CH2:14][CH2:15][NH:8][CH2:9]3)[CH2:12]2)[CH3:17])[CH:23]=[CH:22][CH:21]=[CH:20][CH:19]=1. The catalyst class is: 2. (4) Reactant: [CH2:1]([N:3]([CH2:20][C:21]1[N:22]=[C:23]([C:27]2[CH:28]=[C:29]([CH:33]=[CH:34][CH:35]=2)[C:30]([OH:32])=O)[O:24][C:25]=1[CH3:26])[C:4]1[CH:9]=[CH:8][C:7]([C:10]([OH:19])([C:15]([F:18])([F:17])[F:16])[C:11]([F:14])([F:13])[F:12])=[CH:6][CH:5]=1)[CH3:2].Cl.CN.[CH3:39][N:40]1CCOCC1.CCN=C=NCCCN(C)C.C1C=CC2N(O)N=NC=2C=1.[NH4+].[Cl-]. Product: [CH2:1]([N:3]([CH2:20][C:21]1[N:22]=[C:23]([C:27]2[CH:28]=[C:29]([CH:33]=[CH:34][CH:35]=2)[C:30]([NH:40][CH3:39])=[O:32])[O:24][C:25]=1[CH3:26])[C:4]1[CH:5]=[CH:6][C:7]([C:10]([OH:19])([C:11]([F:14])([F:12])[F:13])[C:15]([F:18])([F:16])[F:17])=[CH:8][CH:9]=1)[CH3:2]. The catalyst class is: 215.